This data is from Full USPTO retrosynthesis dataset with 1.9M reactions from patents (1976-2016). The task is: Predict the reactants needed to synthesize the given product. (1) Given the product [ClH:63].[CH2:54]([NH:61][C:18]([C:14]1[C:15]2[CH2:16][CH2:17][NH:8][CH2:9][C:10]=2[CH:11]=[CH:12][CH:13]=1)=[O:20])[C:55]1[CH:60]=[CH:59][CH:58]=[CH:57][CH:56]=1, predict the reactants needed to synthesize it. The reactants are: C(OC([N:8]1[CH2:17][CH2:16][C:15]2[C:14]([C:18]([OH:20])=O)=[CH:13][CH:12]=[CH:11][C:10]=2[CH2:9]1)=O)(C)(C)C.CCN(C(C)C)C(C)C.CN(C(ON1N=NC2C=CC=CC1=2)=[N+](C)C)C.F[P-](F)(F)(F)(F)F.[CH2:54]([NH2:61])[C:55]1[CH:60]=[CH:59][CH:58]=[CH:57][CH:56]=1.C(Cl)[Cl:63]. (2) Given the product [Cl:1][C:2]1[CH:3]=[CH:4][C:5]([C:32]#[N:33])=[C:6]([C:8]2[C:13]([O:14][CH3:15])=[CH:12][N:11]([CH:16]([CH2:24][CH:25]3[CH2:30][CH2:29][CH2:28][O:27][CH2:26]3)[C:17]([OH:19])=[O:18])[C:10](=[O:31])[CH:9]=2)[CH:7]=1, predict the reactants needed to synthesize it. The reactants are: [Cl:1][C:2]1[CH:3]=[CH:4][C:5]([C:32]#[N:33])=[C:6]([C:8]2[C:13]([O:14][CH3:15])=[CH:12][N:11]([CH:16]([CH2:24][CH:25]3[CH2:30][CH2:29][CH2:28][O:27][CH2:26]3)[C:17]([O:19]C(C)(C)C)=[O:18])[C:10](=[O:31])[CH:9]=2)[CH:7]=1.C(O)(C(F)(F)F)=O. (3) Given the product [CH2:20]([O:21][C:13]([CH3:14])([CH3:15])[CH2:12][CH2:11][CH2:10][C:9]([CH3:16])=[CH:8][CH2:7][N:6]1[C:5]2[CH:17]=[CH:18][CH:19]=[CH:20][C:4]=2[N:3]=[C:2]1[Cl:1])[CH2:4][CH2:5][CH3:17], predict the reactants needed to synthesize it. The reactants are: [Cl:1][C:2]1[N:6]([CH2:7][CH:8]=[C:9]([CH3:16])[CH2:10][CH2:11][CH:12]=[C:13]([CH3:15])[CH3:14])[C:5]2[CH:17]=[CH:18][CH:19]=[CH:20][C:4]=2[N:3]=1.[OH-:21].[Na+].[BH4-].[Na+].O.